From a dataset of NCI-60 drug combinations with 297,098 pairs across 59 cell lines. Regression. Given two drug SMILES strings and cell line genomic features, predict the synergy score measuring deviation from expected non-interaction effect. Drug 1: CC(C)(C#N)C1=CC(=CC(=C1)CN2C=NC=N2)C(C)(C)C#N. Drug 2: CC1C(C(CC(O1)OC2CC(CC3=C2C(=C4C(=C3O)C(=O)C5=C(C4=O)C(=CC=C5)OC)O)(C(=O)CO)O)N)O.Cl. Cell line: RPMI-8226. Synergy scores: CSS=32.4, Synergy_ZIP=-1.31, Synergy_Bliss=-4.34, Synergy_Loewe=-6.19, Synergy_HSA=-4.56.